Dataset: Catalyst prediction with 721,799 reactions and 888 catalyst types from USPTO. Task: Predict which catalyst facilitates the given reaction. (1) Reactant: [CH3:1][O:2][C:3]1[N:8]=[CH:7][C:6]([NH:9][S:10]([C:13]2[CH:18]=[CH:17][CH:16]=[CH:15][C:14]=2[N+:19]([O-])=O)(=[O:12])=[O:11])=[CH:5][CH:4]=1. Product: [NH2:19][C:14]1[CH:15]=[CH:16][CH:17]=[CH:18][C:13]=1[S:10]([NH:9][C:6]1[CH:7]=[N:8][C:3]([O:2][CH3:1])=[CH:4][CH:5]=1)(=[O:11])=[O:12]. The catalyst class is: 45. (2) Reactant: [Cl:1][C:2]1[CH:3]=[C:4]([C:12]2[O:16][N:15]=[C:14]([CH2:17][OH:18])[CH:13]=2)[CH:5]=[CH:6][C:7]=1[O:8][CH:9]([CH3:11])[CH3:10].O[C:20]1[CH:27]=[CH:26][C:23]([C:24]#[N:25])=[CH:22][CH:21]=1.C1C=CC(P(C2C=CC=CC=2)C2C=CC=CC=2)=CC=1.N(C(OC(C)(C)C)=O)=NC(OC(C)(C)C)=O. Product: [Cl:1][C:2]1[CH:3]=[C:4]([C:12]2[O:16][N:15]=[C:14]([CH2:17][O:18][C:20]3[CH:27]=[CH:26][C:23]([C:24]#[N:25])=[CH:22][CH:21]=3)[CH:13]=2)[CH:5]=[CH:6][C:7]=1[O:8][CH:9]([CH3:11])[CH3:10]. The catalyst class is: 1. (3) Reactant: [OH:1][C:2]1[C:15]2[C:14](=[O:16])[C:13]3[C:8](=[C:9]([O:17][CH3:18])[CH:10]=[CH:11][CH:12]=3)[O:7][C:6]=2[CH:5]=[C:4]([OH:19])[CH:3]=1.C([O-])([O-])=O.[K+].[K+].[CH2:26]([CH:28]1[O:30][CH2:29]1)Cl. Product: [OH:1][C:2]1[C:15]2[C:14](=[O:16])[C:13]3[C:8](=[C:9]([O:17][CH3:18])[CH:10]=[CH:11][CH:12]=3)[O:7][C:6]=2[CH:5]=[C:4]([O:19][CH2:26][CH:28]2[CH2:29][O:30]2)[CH:3]=1. The catalyst class is: 21. (4) Reactant: [NH2:1][C:2]1[CH:17]=[CH:16][C:5]([O:6][C:7]2[CH:12]=[CH:11][N:10]=[C:9]([C:13]([NH2:15])=[O:14])[CH:8]=2)=[CH:4][CH:3]=1.ClC1C=CN=[C:21]([C:25]([NH:27][CH3:28])=[O:26])C=1. Product: [CH3:28][NH:27][C:25]([CH2:21][NH:15][C:13]([C:9]1[CH:8]=[C:7]([O:6][C:5]2[CH:16]=[CH:17][C:2]([NH2:1])=[CH:3][CH:4]=2)[CH:12]=[CH:11][N:10]=1)=[O:14])=[O:26]. The catalyst class is: 25.